Dataset: hERG Central: cardiac toxicity at 1µM, 10µM, and general inhibition. Task: Predict hERG channel inhibition at various concentrations. (1) The drug is Cc1ccc(C(=O)N/C(=C\c2cccs2)C(=O)NCCCn2ccnc2)cc1C. Results: hERG_inhib (hERG inhibition (general)): blocker. (2) The compound is CN(Cc1nc(-c2ccncc2)no1)S(=O)(=O)c1ccc(Br)cc1. Results: hERG_inhib (hERG inhibition (general)): blocker. (3) The molecule is CCOC(=O)C1(Cc2cccc(OC)c2)CCN(C/C=C/c2ccccc2)CC1. Results: hERG_inhib (hERG inhibition (general)): blocker.